From a dataset of Experimentally validated miRNA-target interactions with 360,000+ pairs, plus equal number of negative samples. Binary Classification. Given a miRNA mature sequence and a target amino acid sequence, predict their likelihood of interaction. (1) The miRNA is dre-let-7f with sequence UGAGGUAGUAGAUUGUAUAGUU. The protein sequence of the target gene is MSTRTPLPTVNERDTENHTSHGDGRQEVTSRTSRSGARCRNSIASCADEQPHIGNYRLLKTIGKGNFAKVKLARHILTGREVAIKIIDKTQLNPTSLQKLFREVRIMKILNHPNIVKLFEVIETEKTLYLIMEYASGGEVFDYLVAHGRMKEKEARSKFRQIVSAVQYCHQKRIVHRDLKAENLLLDADMNIKIADFGFSNEFTVGGKLDTFCGSPPYAAPELFQGKKYDGPEVDVWSLGVILYTLVSGSLPFDGQNLKELRERVLRGKYRIPFYMSTDCENLLKRFLVLNPIKRGTLEQ.... Result: 0 (no interaction). (2) The miRNA is hsa-miR-6856-5p with sequence AAGAGAGGAGCAGUGGUGCUGUGG. The protein sequence of the target gene is MWPLWRLVSLLALSQALPFEQRGFWDFTLDDGPFMMNDEEASGADTSGVLDPDSVTPTYSAMCPFGCHCHLRVVQCSDLGLKSVPKEISPDTTLLDLQNNDISELRKDDFKGLQHLYALVLVNNKISKIHEKAFSPLRKLQKLYISKNHLVEIPPNLPSSLVELRIHDNRIRKVPKGVFSGLRNMNCIEMGGNPLENSGFEPGAFDGLKLNYLRISEAKLTGIPKDLPETLNELHLDHNKIQAIELEDLLRYSKLYRLGLGHNQIRMIENGSLSFLPTLRELHLDNNKLARVPSGLPDLK.... Result: 1 (interaction). (3) The miRNA is hsa-miR-6073 with sequence GGUAGUGAGUUAUCAGCUAC. The protein sequence of the target gene is MEEIPVKVAVRIRPLLCKEALHNHQVCVRVIPNSQQVIIGRDRVFTFDFVFGKNSTQDEVYNTCIKPLVLSLIEGYNATVFAYGQTGSGKTYTIGGGHIASVVEGQKGIIPRAIQEIFQSISEHPSIDFNVKVSYIEVYKEDLRDLLELETSMKDLHIREDEKGNTVIVGAKECHVESAGEVMSLLEMGNAARHTGTTQMNEHSSRSHAIFTISICQVHKNMEAAEDGSWYSPRHIVSKFHFVDLAGSERVTKTGNTGERFKESIQINSGLLALGNVISALGDPRRKSSHIPYRDAKITR.... Result: 1 (interaction). (4) The miRNA is cel-miR-1822-3p with sequence GAGCUGCCCUCAGAAAAACUCU. The protein sequence of the target gene is MSDPRQSQEEKHKLGRASSKFKDPPRIMQSDDYFARKFKAINGNMGPTTSLNASNSNETGGGGPANGTPAVPKMGVRARVSEWPPKKDCSKELTCKALWESRSQTSYESITSVLQNGQSDQSEGQQDEQLDLDFVEAKYTIGDIFVHSPQRGLHPIRQRSNSDVTISDIDAEDVLDQNAVNPNTGAALHREYGSTSSIDRQGLSGENFFAMLRGYRVENYDHKAMVPFGFPEFFRCDPAISPSLHAAAQISRGEFVRISGLDYVDSALLMGRDRDKPFKRRLKSESVETSLFRKLRTVKS.... Result: 0 (no interaction). (5) The miRNA is mmu-miR-541-5p with sequence AAGGGAUUCUGAUGUUGGUCACACU. The protein sequence of the target gene is MIACRMSSQDLSISAKLINGGIAGLVGVTCVFPIDLAKTRLQNQQGKDVYRGMTDCLMKTARAEGFLGMYRGAAVNLTLVTPEKAIKLAANDFLRQLLMQDGTQRNLKMEMLAGCGAGICQVVITCPMEMLKIQLQDAGRLAVCHQASASATPTSRPYSTGSTSTHRRPSATLIARELLRTQGLSGLYRGLGATLLRDIPFSIIYFPLFANLNQLGVSELTGKASFTHSFVAGCTAGSVAAVAVTPLDVLKTRIQTLKKGLGEDTYSGVTDCARKLWTQEGPAAFMKGAGCRALVIAPLF.... Result: 1 (interaction).